This data is from Full USPTO retrosynthesis dataset with 1.9M reactions from patents (1976-2016). The task is: Predict the reactants needed to synthesize the given product. (1) Given the product [F:63][C:19]1[CH:20]=[CH:21][CH:22]=[CH:23][C:18]=1[C:11]1[N:10]2[C:14]([CH2:15][C:16](=[O:17])[N:7]([CH2:6][C:5]([N:4]([CH:1]([CH3:3])[CH3:2])[C:29]3[CH:34]=[CH:33][CH:32]=[CH:31][CH:30]=3)=[O:28])[C:8]3[CH:27]=[CH:26][CH:25]=[CH:24][C:9]=32)=[N:13][N:12]=1, predict the reactants needed to synthesize it. The reactants are: [CH:1]([N:4]([C:29]1[CH:34]=[CH:33][CH:32]=[CH:31][CH:30]=1)[C:5](=[O:28])[CH2:6][N:7]1[C:16](=[O:17])[CH2:15][C:14]2[N:10]([C:11]([C:18]3[CH:23]=[CH:22][CH:21]=[CH:20][CH:19]=3)=[N:12][N:13]=2)[C:9]2[CH:24]=[CH:25][CH:26]=[CH:27][C:8]1=2)([CH3:3])[CH3:2].C(OC1CC(=O)N(CC(N(C(C)C)C2C=CC=CC=2)=O)C2C=CC=CC=2N=1)C.[F:63]C1C=CC=CC=1C(NN)=O. (2) Given the product [CH2:3]([O:5][C:6]1[CH:11]=[CH:10][N:9]=[C:8]([NH:12][CH2:13][CH2:14][CH2:15][O:16][C:17]2[CH:18]=[CH:19][C:20]3[CH2:26][C@@H:25]([CH2:27][C:28]([OH:30])=[O:29])[C:24]4[CH:33]=[CH:34][CH:35]=[CH:36][C:23]=4[CH2:22][C:21]=3[CH:37]=2)[CH:7]=1)[CH3:4], predict the reactants needed to synthesize it. The reactants are: [OH-].[Na+].[CH2:3]([O:5][C:6]1[CH:11]=[CH:10][N:9]=[C:8]([NH:12][CH2:13][CH2:14][CH2:15][O:16][C:17]2[CH:18]=[CH:19][C:20]3[CH2:26][C@@H:25]([CH2:27][C:28]([O:30]CC)=[O:29])[C:24]4[CH:33]=[CH:34][CH:35]=[CH:36][C:23]=4[CH2:22][C:21]=3[CH:37]=2)[CH:7]=1)[CH3:4].Cl. (3) Given the product [C:1]([NH:9][C:10]1[CH:30]=[CH:29][N:13]([C@@H:14]2[O:28][C@H:25]([CH:26]([C:32]([C:49]3[CH:54]=[CH:53][CH:52]=[CH:51][CH:50]=3)([C:41]3[CH:48]=[CH:47][C:44]([O:45][CH3:46])=[CH:43][CH:42]=3)[C:33]3[CH:34]=[CH:35][C:36]([O:37][CH3:38])=[CH:39][CH:40]=3)[OH:27])[C@@H:23]([OH:24])[C@H:15]2[O:16][CH2:17][CH2:18][CH2:19][C:20](=[O:22])[CH3:21])[C:12](=[O:31])[N:11]=1)(=[O:8])[C:2]1[CH:3]=[CH:4][CH:5]=[CH:6][CH:7]=1, predict the reactants needed to synthesize it. The reactants are: [C:1]([NH:9][C:10]1[CH:30]=[CH:29][N:13]([C@@H:14]2[O:28][C@H:25]([CH2:26][OH:27])[C@@H:23]([OH:24])[C@H:15]2[O:16][CH2:17][CH2:18][CH2:19][C:20](=[O:22])[CH3:21])[C:12](=[O:31])[N:11]=1)(=[O:8])[C:2]1[CH:7]=[CH:6][CH:5]=[CH:4][CH:3]=1.[C:32](Cl)([C:49]1[CH:54]=[CH:53][CH:52]=[CH:51][CH:50]=1)([C:41]1[CH:48]=[CH:47][C:44]([O:45][CH3:46])=[CH:43][CH:42]=1)[C:33]1[CH:40]=[CH:39][C:36]([O:37][CH3:38])=[CH:35][CH:34]=1. (4) Given the product [C:1]1([S:7]([N:10]2[C:14]3=[N:15][CH:16]=[C:17]([CH2:19][Cl:23])[CH:18]=[C:13]3[CH:12]=[CH:11]2)(=[O:9])=[O:8])[CH:6]=[CH:5][CH:4]=[CH:3][CH:2]=1, predict the reactants needed to synthesize it. The reactants are: [C:1]1([S:7]([N:10]2[C:14]3=[N:15][CH:16]=[C:17]([CH2:19]O)[CH:18]=[C:13]3[CH:12]=[CH:11]2)(=[O:9])=[O:8])[CH:6]=[CH:5][CH:4]=[CH:3][CH:2]=1.S(Cl)([Cl:23])=O. (5) Given the product [CH3:14][C:13]([C:11]1[S:12][C:8]([C:6]2[CH:5]=[CH:4][N:3]=[C:2]([NH:42][CH:39]3[CH2:40][CH2:41][S:36][CH2:37][CH2:38]3)[N:7]=2)=[C:9]([C:17]2[C:18]([F:35])=[C:19]([NH:23][S:24]([C:27]3[C:32]([F:33])=[CH:31][CH:30]=[CH:29][C:28]=3[F:34])(=[O:26])=[O:25])[CH:20]=[CH:21][CH:22]=2)[N:10]=1)([CH3:16])[CH3:15], predict the reactants needed to synthesize it. The reactants are: Cl[C:2]1[N:7]=[C:6]([C:8]2[S:12][C:11]([C:13]([CH3:16])([CH3:15])[CH3:14])=[N:10][C:9]=2[C:17]2[C:18]([F:35])=[C:19]([NH:23][S:24]([C:27]3[C:32]([F:33])=[CH:31][CH:30]=[CH:29][C:28]=3[F:34])(=[O:26])=[O:25])[CH:20]=[CH:21][CH:22]=2)[CH:5]=[CH:4][N:3]=1.[S:36]1[CH2:41][CH2:40][CH:39]([NH2:42])[CH2:38][CH2:37]1. (6) Given the product [N:31]12[CH2:30][CH:29]([NH:28][C:23]([C:19]3[C:17]4[N:18]=[C:14]([N:11]5[CH2:10][CH2:9][N:8]([C:6]([O:5][C:1]([CH3:3])([CH3:2])[CH3:4])=[O:7])[CH2:13][CH2:12]5)[O:15][C:16]=4[CH:22]=[CH:21][CH:20]=3)=[O:24])[CH:34]([CH2:35][CH2:36]1)[CH2:33][CH2:32]2, predict the reactants needed to synthesize it. The reactants are: [C:1]([O:5][C:6]([N:8]1[CH2:13][CH2:12][N:11]([C:14]2[O:15][C:16]3[C:17](=[C:19]([C:23](O)=[O:24])[CH:20]=[CH:21][CH:22]=3)[N:18]=2)[CH2:10][CH2:9]1)=[O:7])([CH3:4])([CH3:3])[CH3:2].Cl.Cl.[NH2:28][C@H:29]1[CH:34]2[CH2:35][CH2:36][N:31]([CH2:32][CH2:33]2)[CH2:30]1.